From a dataset of Forward reaction prediction with 1.9M reactions from USPTO patents (1976-2016). Predict the product of the given reaction. (1) Given the reactants S(=O)(=O)(O)O.[C:6]([O:11][CH3:12])(=[O:10])[C:7]([CH3:9])=[CH2:8].[C:13]([O:17][CH2:18][CH2:19][CH2:20][CH3:21])(=[O:16])[CH:14]=[CH2:15].C(S)CCCCCCCCCCC, predict the reaction product. The product is: [C:6]([O:11][CH3:12])(=[O:10])[C:7]([CH3:9])=[CH2:8].[C:13]([O:17][CH2:18][CH2:19][CH2:20][CH3:21])(=[O:16])[CH:14]=[CH2:15]. (2) Given the reactants [O:1]=[C:2]1[N:8]2[CH2:9][C@@H:4]([CH2:5][CH2:6][C@H:7]2[C:10]([O-:12])=O)[N:3]1[O:13][CH2:14][C:15]1[CH:20]=[CH:19][CH:18]=[CH:17][CH:16]=1.[Na+].[C:22]([N:29]([C:31]([C@@H]1CCCNC1)=O)N)([O:24][C:25]([CH3:28])([CH3:27])[CH3:26])=[O:23].CCN=C=NCCCN(C)C.Cl.[CH:51]1[CH:52]=[CH:53][C:54]2N(O)[N:58]=[N:57][C:55]=2C=1.[OH2:61], predict the reaction product. The product is: [CH2:14]([O:13][N:3]1[C:2](=[O:1])[N:8]2[CH2:9][C@H:4]1[CH2:5][CH2:6][C@H:7]2[C:10]([NH:58][NH:57][C:55]([C@@H:54]1[CH2:53][CH2:52][CH2:51][N:29]([C:22]([O:24][C:25]([CH3:28])([CH3:27])[CH3:26])=[O:23])[CH2:31]1)=[O:61])=[O:12])[C:15]1[CH:20]=[CH:19][CH:18]=[CH:17][CH:16]=1. (3) Given the reactants [CH3:1][O:2][C:3](=[O:31])[CH2:4][O:5][C:6]1[CH:15]=[CH:14][C:13]([F:16])=[C:12]2[C:7]=1[C:8]([CH3:30])=[C:9]([CH2:18][C:19]1[CH:24]=[CH:23][C:22]([N:25]3[CH:29]=[CH:28][CH:27]=[N:26]3)=[CH:21][CH:20]=1)[C:10](=[O:17])[NH:11]2.Cl[CH:33]([F:35])[F:34], predict the reaction product. The product is: [CH3:1][O:2][C:3](=[O:31])[CH2:4][O:5][C:6]1[CH:15]=[CH:14][C:13]([F:16])=[C:12]2[C:7]=1[C:8]([CH3:30])=[C:9]([CH2:18][C:19]1[CH:24]=[CH:23][C:22]([N:25]3[CH:29]=[CH:28][CH:27]=[N:26]3)=[CH:21][CH:20]=1)[C:10]([O:17][CH:33]([F:35])[F:34])=[N:11]2.